From a dataset of Full USPTO retrosynthesis dataset with 1.9M reactions from patents (1976-2016). Predict the reactants needed to synthesize the given product. (1) Given the product [F:1][C:2]1[CH:7]=[CH:6][C:5]([B:8]2[O:12][C:11]([CH3:13])([CH3:14])[C:10]([CH3:16])([CH3:15])[O:9]2)=[CH:4][C:3]=1[O:17][CH2:19][CH:20]1[CH2:24][CH2:23][CH2:22][O:21]1, predict the reactants needed to synthesize it. The reactants are: [F:1][C:2]1[CH:7]=[CH:6][C:5]([B:8]2[O:12][C:11]([CH3:14])([CH3:13])[C:10]([CH3:16])([CH3:15])[O:9]2)=[CH:4][C:3]=1[OH:17].Br[CH2:19][CH:20]1[CH2:24][CH2:23][CH2:22][O:21]1.C([O-])([O-])=O.[K+].[K+]. (2) Given the product [CH3:17][N:15]([CH3:16])[C:13]([C:4]1[CH:3]=[C:2]([NH:1][CH2:25][C:24]2[C:27]([CH3:31])=[CH:28][CH:29]=[CH:30][C:23]=2[NH:22][C:20]([O:19][CH3:18])=[O:21])[C:10]2[N:9]=[C:8]([CH3:11])[N:7]([CH3:12])[C:6]=2[CH:5]=1)=[O:14], predict the reactants needed to synthesize it. The reactants are: [NH2:1][C:2]1[C:10]2[N:9]=[C:8]([CH3:11])[N:7]([CH3:12])[C:6]=2[CH:5]=[C:4]([C:13]([N:15]([CH3:17])[CH3:16])=[O:14])[CH:3]=1.[CH3:18][O:19][C:20]([NH:22][C:23]1[CH:30]=[CH:29][CH:28]=[C:27]([CH3:31])[C:24]=1[CH2:25]Cl)=[O:21].C(=O)([O-])[O-].[Na+].[Na+].[I-].[Na+]. (3) Given the product [F:16][C:3]1[C:2]([F:1])=[CH:7][CH:6]=[CH:5][C:4]=1[O:8][C:9]1[CH:14]=[CH:13][C:12]([B:20]2[O:21][C:22]([CH3:24])([CH3:23])[C:18]([CH3:34])([CH3:17])[O:19]2)=[CH:11][CH:10]=1, predict the reactants needed to synthesize it. The reactants are: [F:1][C:2]1[CH:7]=[CH:6][CH:5]=[C:4]([O:8][C:9]2[CH:14]=[CH:13][C:12](I)=[CH:11][CH:10]=2)[C:3]=1[F:16].[CH3:17][C:18]1([CH3:34])[C:22]([CH3:24])([CH3:23])[O:21][B:20]([B:20]2[O:21][C:22]([CH3:24])([CH3:23])[C:18]([CH3:34])([CH3:17])[O:19]2)[O:19]1.C([O-])(=O)C.[K+]. (4) Given the product [CH3:35][C:29]1[CH:30]=[C:31]([CH3:34])[CH:32]=[CH:33][C:28]=1[N:25]1[CH2:24][CH2:23][N:22]([C:20]2[CH:21]=[C:16]([CH:11]3[CH2:10][C:9]([CH3:37])([CH3:36])[C:8]4[C:13](=[CH:14][CH:15]=[C:6]([C:4]([OH:5])=[O:3])[CH:7]=4)[NH:12]3)[CH:17]=[N:18][CH:19]=2)[CH2:27][CH2:26]1, predict the reactants needed to synthesize it. The reactants are: C([O:3][C:4]([C:6]1[CH:7]=[C:8]2[C:13](=[CH:14][CH:15]=1)[NH:12][CH:11]([C:16]1[CH:17]=[N:18][CH:19]=[C:20]([N:22]3[CH2:27][CH2:26][N:25]([C:28]4[CH:33]=[CH:32][C:31]([CH3:34])=[CH:30][C:29]=4[CH3:35])[CH2:24][CH2:23]3)[CH:21]=1)[CH2:10][C:9]2([CH3:37])[CH3:36])=[O:5])C.Cl. (5) The reactants are: [C:1]1([C:29]2[CH:34]=[CH:33][CH:32]=[CH:31][CH:30]=2)[CH:6]=[CH:5][C:4]([CH2:7][CH2:8][CH:9]([OH:28])[CH:10]([CH2:18][CH2:19][O:20][Si:21]([C:24]([CH3:27])([CH3:26])[CH3:25])([CH3:23])[CH3:22])[C:11]([O:13][C:14]([CH3:17])([CH3:16])[CH3:15])=[O:12])=[CH:3][CH:2]=1.ClC(Cl)(Cl)C(=N)O[CH2:39][C:40]1[CH:45]=[CH:44][C:43]([O:46][CH3:47])=[CH:42][CH:41]=1. Given the product [C:1]1([C:29]2[CH:30]=[CH:31][CH:32]=[CH:33][CH:34]=2)[CH:6]=[CH:5][C:4]([CH2:7][CH2:8][CH:9]([O:28][CH2:39][C:40]2[CH:45]=[CH:44][C:43]([O:46][CH3:47])=[CH:42][CH:41]=2)[CH:10]([CH2:18][CH2:19][O:20][Si:21]([C:24]([CH3:25])([CH3:26])[CH3:27])([CH3:22])[CH3:23])[C:11]([O:13][C:14]([CH3:17])([CH3:15])[CH3:16])=[O:12])=[CH:3][CH:2]=1, predict the reactants needed to synthesize it. (6) Given the product [N:23]1([C:26]2[CH:31]=[CH:30][N:29]=[CH:28][CH:27]=2)[CH2:24][CH2:25][CH:20]([CH2:19][CH2:18][NH:17][C:15]([C:14]2[CH:13]=[C:12]([N:8]3[CH2:7][C:6]4[C:10](=[C:2]([Cl:1])[CH:3]=[CH:4][CH:5]=4)[C:9]3=[O:11])[NH:72][N:71]=2)=[O:16])[CH2:21][CH2:22]1, predict the reactants needed to synthesize it. The reactants are: [Cl:1][C:2]1[CH:3]=[CH:4][CH:5]=[C:6]2[C:10]=1[C:9](=[O:11])[N:8]([C:12]1[CH:13]=[C:14](C=CC=1)[C:15]([NH:17][CH2:18][CH2:19][CH:20]1[CH2:25][CH2:24][N:23]([C:26]3[CH:31]=[CH:30][N:29]=[CH:28][CH:27]=3)[CH2:22][CH2:21]1)=[O:16])[CH2:7]2.FC(F)(F)C(O)=O.N1(C2C=CN=CC=2)CCC(CCN)CC1.ClC1C=CC=C2C=1C(=O)N(C1[NH:72][N:71]=C(C(O)=O)C=1)C2.ClC1C=CC=C2C=1C(=O)N(C1C=C(C=CC=1)C(O)=O)C2.COC(C1C=C(N)NN=1)=O. (7) Given the product [C:8]([C:7]([C:4]1[CH:3]=[C:2]([NH:1][C:17](=[O:18])[O:16][C:13]([CH3:15])([CH3:14])[CH3:12])[O:6][N:5]=1)([CH3:11])[CH3:10])#[N:9], predict the reactants needed to synthesize it. The reactants are: [NH2:1][C:2]1[O:6][N:5]=[C:4]([C:7]([CH3:11])([CH3:10])[C:8]#[N:9])[CH:3]=1.[CH3:12][C:13]([O:16][C:17](O[C:17]([O:16][C:13]([CH3:15])([CH3:14])[CH3:12])=[O:18])=[O:18])([CH3:15])[CH3:14].C(N(CC)CC)C.